This data is from Reaction yield outcomes from USPTO patents with 853,638 reactions. The task is: Predict the reaction yield, written as a fraction of the theoretical maximum amount of product (1.0 means a 100% yield; for example, 0.34 means a 34% yield). (1) The product is [NH2:21][C:7]1[C:6]([F:11])=[C:5]([NH:12][S:13]([CH2:16][CH2:17][CH3:18])(=[O:15])=[O:14])[CH:4]=[CH:3][C:2]=1[Cl:1]. The reactants are [Cl:1][C:2]1[C:7](C(O)=O)=[C:6]([F:11])[C:5]([NH:12][S:13]([CH2:16][CH2:17][CH3:18])(=[O:15])=[O:14])=[CH:4][CH:3]=1.C([N:21](CC)CC)C.C1C=CC(OP(OC2C=CC=CC=2)(N=[N+]=[N-])=O)=CC=1.O. The catalyst is C1COCC1.C(OCC)(=O)C. The yield is 0.660. (2) The reactants are [C:1]([NH:4][C:5]1[CH:10]=[C:9]([O:11][C:12]2[CH:17]=[CH:16][C:15]([NH:18]C(=O)OC(C)(C)C)=[CH:14][C:13]=2[F:26])[CH:8]=[CH:7][N:6]=1)(=[O:3])[CH3:2]. The catalyst is Cl.O1CCOCC1.CCOC(C)=O.C([O-])(O)=O.[Na+]. The product is [NH2:18][C:15]1[CH:16]=[CH:17][C:12]([O:11][C:9]2[CH:8]=[CH:7][N:6]=[C:5]([NH:4][C:1](=[O:3])[CH3:2])[CH:10]=2)=[C:13]([F:26])[CH:14]=1. The yield is 0.870. (3) The reactants are [F:1][CH:2]([F:42])[C:3]1[N:7]([C:8]2[N:9]=[C:10]([N:30]3[CH2:35][CH2:34][O:33][CH2:32][CH2:31]3)[C:11]3[N:16]=[N:15][N:14]([CH:17]4[CH2:22][CH2:21][N:20](C(OC(C)(C)C)=O)[CH2:19][CH2:18]4)[C:12]=3[N:13]=2)[C:6]2[CH:36]=[CH:37][CH:38]=[C:39]([O:40][CH3:41])[C:5]=2[N:4]=1.C(O)(C(F)(F)F)=O.N. The catalyst is C(Cl)Cl. The product is [F:42][CH:2]([F:1])[C:3]1[N:7]([C:8]2[N:9]=[C:10]([N:30]3[CH2:31][CH2:32][O:33][CH2:34][CH2:35]3)[C:11]3[N:16]=[N:15][N:14]([CH:17]4[CH2:18][CH2:19][NH:20][CH2:21][CH2:22]4)[C:12]=3[N:13]=2)[C:6]2[CH:36]=[CH:37][CH:38]=[C:39]([O:40][CH3:41])[C:5]=2[N:4]=1. The yield is 0.850. (4) The reactants are [CH2:1]([OH:8])[C:2]1[CH:7]=[CH:6][CH:5]=[CH:4][CH:3]=1.[H-].[Na+].[F:11][C:12]1[CH:17]=[CH:16][CH:15]=[C:14](F)[N:13]=1. The catalyst is O1CCCC1.C(OCC)(=O)C. The product is [CH2:1]([O:8][C:14]1[CH:15]=[CH:16][CH:17]=[C:12]([F:11])[N:13]=1)[C:2]1[CH:7]=[CH:6][CH:5]=[CH:4][CH:3]=1. The yield is 0.980. (5) The reactants are CC1C=CC(S(OCCO[CH2:15][CH2:16][O:17][CH2:18][CH2:19][O:20][CH2:21][CH2:22][C:23]([O:25][C:26]([CH3:29])([CH3:28])[CH3:27])=[O:24])(=O)=O)=CC=1.[F:30][C:31]1[C:36]([F:37])=[C:35]([OH:38])[CH:34]=[CH:33][C:32]=1[CH2:39][N:40]1[C:49](=[O:50])[C:48]([C:51]([NH:53][C:54]2[CH:59]=[CH:58][C:57]([C:60]([F:63])([F:62])[F:61])=[CH:56][C:55]=2[C:64]2[CH:69]=[C:68]([C:70]([F:73])([F:72])[F:71])[N:67]=[CH:66][N:65]=2)=[O:52])=[C:47]([OH:74])[C:42]2([CH2:46][CH2:45][CH2:44][CH2:43]2)[N:41]1[CH3:75].C(=O)([O-])[O-].[Cs+].[Cs+].O. The catalyst is C(#N)C. The product is [F:37][C:36]1[C:31]([F:30])=[C:32]([CH2:39][N:40]2[C:49](=[O:50])[C:48]([C:51](=[O:52])[NH:53][C:54]3[CH:59]=[CH:58][C:57]([C:60]([F:61])([F:62])[F:63])=[CH:56][C:55]=3[C:64]3[CH:69]=[C:68]([C:70]([F:71])([F:72])[F:73])[N:67]=[CH:66][N:65]=3)=[C:47]([OH:74])[C:42]3([CH2:43][CH2:44][CH2:45][CH2:46]3)[N:41]2[CH3:75])[CH:33]=[CH:34][C:35]=1[O:38][CH2:15][CH2:16][O:17][CH2:18][CH2:19][O:20][CH2:21][CH2:22][C:23]([O:25][C:26]([CH3:27])([CH3:29])[CH3:28])=[O:24]. The yield is 0.660. (6) The reactants are [Cl:1][C:2]1[N:7]=[CH:6][C:5]([C:8]2[C:9](=[O:34])[NH:10][C:11](=[O:33])[N:12]([CH2:14][CH2:15][CH2:16][N:17]3[CH2:22][C@H:21]4[C@:19]([C:23]5[CH:28]=[CH:27][C:26]([C:29]([F:32])([F:31])[F:30])=[CH:25][CH:24]=5)([CH2:20]4)[CH2:18]3)[CH:13]=2)=[CH:4][CH:3]=1.[ClH:35]. The catalyst is O1CCOCC1. The product is [ClH:1].[ClH:35].[Cl:1][C:2]1[N:7]=[CH:6][C:5]([C:8]2[C:9](=[O:34])[NH:10][C:11](=[O:33])[N:12]([CH2:14][CH2:15][CH2:16][N:17]3[CH2:22][C@H:21]4[C@:19]([C:23]5[CH:28]=[CH:27][C:26]([C:29]([F:32])([F:31])[F:30])=[CH:25][CH:24]=5)([CH2:20]4)[CH2:18]3)[CH:13]=2)=[CH:4][CH:3]=1. The yield is 0.940.